This data is from Experimentally validated miRNA-target interactions with 360,000+ pairs, plus equal number of negative samples. The task is: Binary Classification. Given a miRNA mature sequence and a target amino acid sequence, predict their likelihood of interaction. (1) The miRNA is hsa-miR-26b-5p with sequence UUCAAGUAAUUCAGGAUAGGU. The protein sequence of the target gene is MTASASSFSSSQGVQQPSIYSFSQITRSLFLSNGVAANDKLLLSSNRITAIVNASVEVVNVFFEGIQYIKVPVTDARDSRLYDFFDPIADLIHTIDMRQGRTLLHCMAGVSRSASLCLAYLMKYHSMSLLDAHTWTKSRRPIIRPNNGFWEQLINYEFKLFNNNTVRMINSPVGNIPDIYEKDLRMMISM. Result: 1 (interaction). (2) Result: 1 (interaction). The protein sequence of the target gene is MNNQKQQKPTLSGQRFKTRKRDEKERFDPTQFQDCIIQGLTETGTDLEAVAKFLDASGAKLDYRRYAETLFDILVAGGMLAPGGTLADDMMRTDVCVFAAQEDLETMQAFAQVFNKLIRRYKYLEKGFEDEVKKLLLFLKGFSESERNKLAMLTGVLLANGTLNASILNSLYNENLVKEGVSAAFAVKLFKSWINEKDINAVAASLRKVSMDNRLMELFPANKQSVEHFTKYFTEAGLKELSEYVRNQQTIGARKELQKELQEQMSRGDPFKDIILYVKEEMKKNNIPEPVVIGIVWSSV.... The miRNA is hsa-miR-17-5p with sequence CAAAGUGCUUACAGUGCAGGUAG. (3) The miRNA is mmu-miR-129-2-3p with sequence AAGCCCUUACCCCAAAAAGCAU. The protein sequence of the target gene is METTVGALGENTTDTFTDFFSALDGHEAQTGSLPFTFSYGDYDMPLDEEEDVTNSRTFFAAKIVIGMALVGIMLVCGIGNFIFITALARYKKLRNLTNLLIANLAISDFLVAIVCCPFEMDYYVVRQLSWEHGHVLCASVNYLRTVSLYVSTNALLAIAIDRYLAIVHPLRPRMKCQTAAGLIFLVWSVSILIAIPAAYFTTETVLVIVERQEKIFCGQIWPVDQQFYYRSYFLLVFGLEFVGPVVAMTLCYARVSRELWFKAVPGFQTEQIRRRLRCRRRTVLGLVCVLSAYVLCWAPF.... Result: 0 (no interaction). (4) The miRNA is hsa-miR-432-5p with sequence UCUUGGAGUAGGUCAUUGGGUGG. The protein sequence of the target gene is MTGKSVKDVDRYQAVLANLLLEEDNKFCADCQSKGPRWASWNIGVFICIRCAGIHRNLGVHISRVKSVNLDQWTQEQIQCMQEMGNGKANRLYEAYLPETFRRPQIDPAVEGFIRDKYEKKKYMDRSLDINAFRKEKDDKWKRGSEPVPEKKLEPVVFEKVKMPQKKEDPQLPRKSSPKSTAPVMDLLGLDAPVACSIANSKTSNTLEKDLDLLASVPSPSSSGSRKVVGSMPTAGSAGSVPENLNLFPEPGSKSEEIGKKQLSKDSILSLYGSQTPQMPTQAMFMAPAQMAYPTAYPSF.... Result: 0 (no interaction).